This data is from Full USPTO retrosynthesis dataset with 1.9M reactions from patents (1976-2016). The task is: Predict the reactants needed to synthesize the given product. (1) Given the product [Cl:49][C:44]1[CH:45]=[CH:46][CH:47]=[CH:48][C:43]=1[C@@H:33]([N:25]([C:26]1[CH:31]=[CH:30][CH:29]=[C:28]([F:32])[CH:27]=1)[C:23]([C@@H:11]1[CH2:10][C:9]([OH:8])([CH3:50])[C:13](=[O:14])[N:12]1[C:15]1[CH:20]=[C:19]([C:21]#[N:22])[CH:18]=[CH:17][N:16]=1)=[O:24])[C:34]([NH:36][CH:37]1[CH2:40][C:39]([F:41])([F:42])[CH2:38]1)=[O:35], predict the reactants needed to synthesize it. The reactants are: [Si]([O:8][C:9]1([CH3:50])[C:13](=[O:14])[N:12]([C:15]2[CH:20]=[C:19]([C:21]#[N:22])[CH:18]=[CH:17][N:16]=2)[C@H:11]([C:23]([N:25]([CH:33]([C:43]2[CH:48]=[CH:47][CH:46]=[CH:45][C:44]=2[Cl:49])[C:34]([NH:36][CH:37]2[CH2:40][C:39]([F:42])([F:41])[CH2:38]2)=[O:35])[C:26]2[CH:31]=[CH:30][CH:29]=[C:28]([F:32])[CH:27]=2)=[O:24])[CH2:10]1)(C(C)(C)C)(C)C.CCCC[N+](CCCC)(CCCC)CCCC.[F-]. (2) Given the product [NH2:20][C:18]1[CH:19]=[C:14]([C:11]2[CH:12]=[N:13][C:8]([O:3][CH2:2][CH2:1][OH:4])=[C:9]([N:22]3[CH2:27][CH2:26][O:25][CH2:24][CH2:23]3)[CH:10]=2)[C:15]([CH3:21])=[N:16][CH:17]=1, predict the reactants needed to synthesize it. The reactants are: [CH2:1]([OH:4])[CH2:2][OH:3].[H-].[Na+].F[C:8]1[N:13]=[CH:12][C:11]([C:14]2[C:15]([CH3:21])=[N:16][CH:17]=[C:18]([NH2:20])[CH:19]=2)=[CH:10][C:9]=1[N:22]1[CH2:27][CH2:26][O:25][CH2:24][CH2:23]1.